Dataset: TCR-epitope binding with 47,182 pairs between 192 epitopes and 23,139 TCRs. Task: Binary Classification. Given a T-cell receptor sequence (or CDR3 region) and an epitope sequence, predict whether binding occurs between them. The epitope is NQKLIANQF. The TCR CDR3 sequence is CASSSYPGEGYNEQFF. Result: 1 (the TCR binds to the epitope).